This data is from Catalyst prediction with 721,799 reactions and 888 catalyst types from USPTO. The task is: Predict which catalyst facilitates the given reaction. (1) The catalyst class is: 9. Reactant: [F:1][C:2]1([F:35])[O:6][C:5]2[CH:7]=[CH:8][C:9]([C:11]3([C:14]([NH:16][C:17]4[N:22]=[C:21]([C:23]5[CH:24]=[CH:25][C:26](=[O:33])[N:27]([CH2:29][C:30]([OH:32])=O)[CH:28]=5)[C:20]([CH3:34])=[CH:19][CH:18]=4)=[O:15])[CH2:13][CH2:12]3)=[CH:10][C:4]=2[O:3]1.[N:36]#[C:37][NH2:38].C(N(CC)CC)C.F[P-](F)(F)(F)(F)F.N1(OC(N(C)C)=[N+](C)C)C2N=CC=CC=2N=N1. Product: [NH:38]([C:30](=[O:32])[CH2:29][N:27]1[C:26](=[O:33])[CH:25]=[CH:24][C:23]([C:21]2[N:22]=[C:17]([NH:16][C:14]([C:11]3([C:9]4[CH:8]=[CH:7][C:5]5[O:6][C:2]([F:35])([F:1])[O:3][C:4]=5[CH:10]=4)[CH2:13][CH2:12]3)=[O:15])[CH:18]=[CH:19][C:20]=2[CH3:34])=[CH:28]1)[C:37]#[N:36]. (2) Product: [CH:1]1([N:4]2[C:8]([CH3:9])=[CH:7][N:6]([CH2:17][C:16]3[CH:19]=[C:20]([F:23])[CH:21]=[CH:22][C:15]=3[C:14]([F:24])([F:13])[F:25])[C:5]2=[O:10])[CH2:3][CH2:2]1. The catalyst class is: 163. Reactant: [CH:1]1([N:4]2[C:8]([CH3:9])=[CH:7][NH:6][C:5]2=[O:10])[CH2:3][CH2:2]1.[H-].[Na+].[F:13][C:14]([F:25])([F:24])[C:15]1[CH:22]=[CH:21][C:20]([F:23])=[CH:19][C:16]=1[CH2:17]Br.